This data is from Reaction yield outcomes from USPTO patents with 853,638 reactions. The task is: Predict the reaction yield, written as a fraction of the theoretical maximum amount of product (1.0 means a 100% yield; for example, 0.34 means a 34% yield). The reactants are [CH2:1]1[CH:5]2[C@@H:6]3C=C[C@H]([CH:4]2C=[CH:2]1)C3.[CH3:11][O:12][C:13](=[O:16])[CH:14]=[CH2:15].C1(C=CC(O)=CC=1)O. No catalyst specified. The product is [CH3:11][O:12][C:13]([CH:14]1[CH2:4][CH:5]2[CH2:6][CH:15]1[CH:2]=[CH:1]2)=[O:16]. The yield is 0.850.